This data is from Peptide-MHC class II binding affinity with 134,281 pairs from IEDB. The task is: Regression. Given a peptide amino acid sequence and an MHC pseudo amino acid sequence, predict their binding affinity value. This is MHC class II binding data. The peptide sequence is LIKTLQSKLSRNFTK. The MHC is DRB1_1501 with pseudo-sequence DRB1_1501. The binding affinity (normalized) is 0.720.